Dataset: NCI-60 drug combinations with 297,098 pairs across 59 cell lines. Task: Regression. Given two drug SMILES strings and cell line genomic features, predict the synergy score measuring deviation from expected non-interaction effect. Drug 1: C1CCC(CC1)NC(=O)N(CCCl)N=O. Drug 2: CC(C)CN1C=NC2=C1C3=CC=CC=C3N=C2N. Cell line: SK-MEL-28. Synergy scores: CSS=15.2, Synergy_ZIP=-0.631, Synergy_Bliss=0.751, Synergy_Loewe=-0.709, Synergy_HSA=-1.28.